From a dataset of Catalyst prediction with 721,799 reactions and 888 catalyst types from USPTO. Predict which catalyst facilitates the given reaction. (1) Reactant: [F:1][C:2]1[CH:3]=[C:4]([CH:10]=[CH:11][C:12]([O:14][CH2:15][CH3:16])=[O:13])[CH:5]=[CH:6][C:7]=1[O:8][CH3:9]. Product: [F:1][C:2]1[CH:3]=[C:4]([CH2:10][CH2:11][C:12]([O:14][CH2:15][CH3:16])=[O:13])[CH:5]=[CH:6][C:7]=1[O:8][CH3:9]. The catalyst class is: 407. (2) Reactant: [Cl:1][C:2]1[N:7]=[C:6]([C:8]2[C:13]([O:14][CH3:15])=[CH:12][CH:11]=[CH:10][C:9]=2[O:16]C)[C:5](N)=[CH:4][CH:3]=1.C(O)(=O)C.OS(O)(=O)=O.N(OC(C)(C)C)=O. Product: [Cl:1][C:2]1[N:7]=[C:6]2[C:8]3[C:13]([O:14][CH3:15])=[CH:12][CH:11]=[CH:10][C:9]=3[O:16][C:5]2=[CH:4][CH:3]=1. The catalyst class is: 1.